Dataset: Reaction yield outcomes from USPTO patents with 853,638 reactions. Task: Predict the reaction yield, written as a fraction of the theoretical maximum amount of product (1.0 means a 100% yield; for example, 0.34 means a 34% yield). (1) The reactants are C[Si]([C:5]#[C:6][C:7]1[CH:8]=[CH:9][CH:10]=[C:11]2[C:15]=1[C:14](=[O:16])[NH:13][CH2:12]2)(C)C.CCCC[N+](CCCC)(CCCC)CCCC.[F-]. The product is [C:6]([C:7]1[CH:8]=[CH:9][CH:10]=[C:11]2[C:15]=1[C:14](=[O:16])[NH:13][CH2:12]2)#[CH:5]. The catalyst is C1COCC1. The yield is 0.760. (2) The reactants are [CH3:1][O:2][C:3]1[CH:8]=[CH:7][CH:6]=[CH:5][C:4]=1[CH2:9][C:10]([OH:12])=O.C(Cl)(=O)C(Cl)=O.[NH2:19][C:20](=[N:26]O)[C:21]([O:23][CH2:24][CH3:25])=[O:22].C(N(CC)C(C)C)(C)C. The catalyst is ClCCl.N1C=CC=CC=1.CN(C=O)C. The product is [CH3:1][O:2][C:3]1[CH:8]=[CH:7][CH:6]=[CH:5][C:4]=1[CH2:9][C:10]1[O:12][N:26]=[C:20]([C:21]([O:23][CH2:24][CH3:25])=[O:22])[N:19]=1. The yield is 0.120. (3) The reactants are [Cl:1][C:2]1[CH:3]=[C:4]([CH:21](O)[CH3:22])[C:5]2[O:11][CH2:10][CH2:9][N:8]([C:12]([O:14][C:15]([CH3:18])([CH3:17])[CH3:16])=[O:13])[CH2:7][C:6]=2[C:19]=1[CH3:20].CN(C)C=O.S(Cl)([Cl:31])=O. The catalyst is C(Cl)Cl. The product is [Cl:1][C:2]1[CH:3]=[C:4]([CH:21]([Cl:31])[CH3:22])[C:5]2[O:11][CH2:10][CH2:9][N:8]([C:12]([O:14][C:15]([CH3:18])([CH3:17])[CH3:16])=[O:13])[CH2:7][C:6]=2[C:19]=1[CH3:20]. The yield is 1.00. (4) The reactants are C([N:8]1[CH2:13][CH2:12][N:11]([C:14]2[CH:19]=[CH:18][N:17]=[C:16]3[NH:20][CH:21]=[C:22]([NH:23][C:24](=[O:31])[C:25]4[CH:30]=[CH:29][CH:28]=[N:27][CH:26]=4)[C:15]=23)[CH2:10][CH2:9]1)C1C=CC=CC=1. The catalyst is CO.Cl.[Pd]. The product is [N:11]1([C:14]2[CH:19]=[CH:18][N:17]=[C:16]3[NH:20][CH:21]=[C:22]([NH:23][C:24](=[O:31])[C:25]4[CH:30]=[CH:29][CH:28]=[N:27][CH:26]=4)[C:15]=23)[CH2:10][CH2:9][NH:8][CH2:13][CH2:12]1. The yield is 0.799. (5) The reactants are CO.Cl.CO.[N:6]1[CH:11]=[CH:10][CH:9]=[C:8]([CH2:12][CH2:13][N:14]([CH2:25][C:26]2[CH:31]=[CH:30][N:29]=[CH:28][CH:27]=2)[CH2:15][CH2:16][CH2:17][O:18]C2CCCCO2)[CH:7]=1. The catalyst is C(N(CC)CC)C. The product is [N:6]1[CH:11]=[CH:10][CH:9]=[C:8]([CH2:12][CH2:13][N:14]([CH2:25][C:26]2[CH:31]=[CH:30][N:29]=[CH:28][CH:27]=2)[CH2:15][CH2:16][CH2:17][OH:18])[CH:7]=1. The yield is 1.00. (6) The reactants are [Br:1][C:2]1[CH:3]=[C:4]([NH2:9])[C:5]([NH2:8])=[CH:6][CH:7]=1.O.[CH2:11]([O:18][C:19]1[CH:36]=[CH:35][C:22]([O:23][C:24]2[CH:31]=[CH:30][C:27]([CH:28]=O)=[CH:26][C:25]=2[N+:32]([O-:34])=[O:33])=[CH:21][CH:20]=1)[C:12]1[CH:17]=[CH:16][CH:15]=[CH:14][CH:13]=1.OOS([O-])=O.[K+]. The catalyst is CN(C)C=O. The product is [CH2:11]([O:18][C:19]1[CH:36]=[CH:35][C:22]([O:23][C:24]2[CH:31]=[CH:30][C:27]([C:28]3[NH:9][C:4]4[CH:3]=[C:2]([Br:1])[CH:7]=[CH:6][C:5]=4[N:8]=3)=[CH:26][C:25]=2[N+:32]([O-:34])=[O:33])=[CH:21][CH:20]=1)[C:12]1[CH:13]=[CH:14][CH:15]=[CH:16][CH:17]=1. The yield is 0.510.